Dataset: Reaction yield outcomes from USPTO patents with 853,638 reactions. Task: Predict the reaction yield, written as a fraction of the theoretical maximum amount of product (1.0 means a 100% yield; for example, 0.34 means a 34% yield). The reactants are [C:1]([O:5][C:6]([NH:8][C:9]1[S:10][C:11]2[CH:17]=[C:16]([C:18]([OH:20])=O)[CH:15]=[CH:14][C:12]=2[N:13]=1)=[O:7])([CH3:4])([CH3:3])[CH3:2].[NH:21]1[CH2:25][CH2:24][CH2:23][CH2:22]1.C(Cl)CCl.CCN(C(C)C)C(C)C. The catalyst is O1CCCC1.ClCCl.O. The product is [N:21]1([C:18]([C:16]2[CH:15]=[CH:14][C:12]3[N:13]=[C:9]([NH:8][C:6](=[O:7])[O:5][C:1]([CH3:2])([CH3:3])[CH3:4])[S:10][C:11]=3[CH:17]=2)=[O:20])[CH2:25][CH2:24][CH2:23][CH2:22]1. The yield is 0.920.